Dataset: Reaction yield outcomes from USPTO patents with 853,638 reactions. Task: Predict the reaction yield, written as a fraction of the theoretical maximum amount of product (1.0 means a 100% yield; for example, 0.34 means a 34% yield). (1) The reactants are [NH2:1][CH2:2][C:3]1[CH:4]=[C:5]2[C:9](=[CH:10][CH:11]=1)[C:8](=[O:12])[N:7]([CH:13]1[CH2:18][CH2:17][C:16](=[O:19])[NH:15][C:14]1=[O:20])[CH2:6]2.S(O)(=O)(=O)C.[F:26][C:27]1[CH:32]=[CH:31][CH:30]=[C:29]([F:33])[C:28]=1[C:34]([F:39])([F:38])[C:35](O)=[O:36].C(N(C(C)C)CC)(C)C.F[P-](F)(F)(F)(F)F.CN(C(N(C)C)=[N+]1C2C(=NC=CC=2)[N+]([O-])=N1)C. The catalyst is CS(C)=O.CN(C)C=O. The product is [F:26][C:27]1[CH:32]=[CH:31][CH:30]=[C:29]([F:33])[C:28]=1[C:34]([F:39])([F:38])[C:35]([NH:1][CH2:2][C:3]1[CH:4]=[C:5]2[C:9](=[CH:10][CH:11]=1)[C:8](=[O:12])[N:7]([CH:13]1[CH2:18][CH2:17][C:16](=[O:19])[NH:15][C:14]1=[O:20])[CH2:6]2)=[O:36]. The yield is 0.622. (2) The reactants are [F:1][C:2]1[CH:29]=[C:28]([N+:30]([O-])=O)[CH:27]=[CH:26][C:3]=1[O:4][C:5]1[CH:10]=[CH:9][N:8]=[C:7]2[CH:11]=[C:12]([C:14]3[N:15]=[CH:16][N:17]([CH2:19][CH2:20][N:21]4[CH2:25][CH2:24][CH2:23][CH2:22]4)[CH:18]=3)[S:13][C:6]=12.[NH4+].[Cl-]. The catalyst is CCO.O.[Fe]. The product is [F:1][C:2]1[CH:29]=[C:28]([CH:27]=[CH:26][C:3]=1[O:4][C:5]1[CH:10]=[CH:9][N:8]=[C:7]2[CH:11]=[C:12]([C:14]3[N:15]=[CH:16][N:17]([CH2:19][CH2:20][N:21]4[CH2:22][CH2:23][CH2:24][CH2:25]4)[CH:18]=3)[S:13][C:6]=12)[NH2:30]. The yield is 0.880. (3) The reactants are [Cl:1][C:2]1[N:7]=[C:6](Cl)[C:5]([C:9]([O:11][CH2:12][CH3:13])=[O:10])=[CH:4][N:3]=1.[F:14][C:15]1[CH:16]=[C:17]([CH:21]=[CH:22][CH:23]=1)[CH2:18][CH2:19][NH2:20].CCN(C(C)C)C(C)C. The catalyst is CN(C=O)C. The product is [Cl:1][C:2]1[N:7]=[C:6]([NH:20][CH2:19][CH2:18][C:17]2[CH:21]=[CH:22][CH:23]=[C:15]([F:14])[CH:16]=2)[C:5]([C:9]([O:11][CH2:12][CH3:13])=[O:10])=[CH:4][N:3]=1. The yield is 0.560. (4) The reactants are [C:1]1([CH2:7][N:8]2[C:18](=[O:19])[C:17]3[C:12](=[CH:13][CH:14]=[CH:15][CH:16]=3)[S:9]2(=[O:11])=[O:10])[CH:6]=[CH:5]C=CC=1.S1(C2C(=CC=CC=2)C(=O)N1)(=O)=O.[H-].[Na+].[CH2:34]([O:41][C:42]1[CH:53]=[CH:52][C:45]([O:46]CCCCBr)=[CH:44][CH:43]=1)[C:35]1[CH:40]=[CH:39][CH:38]=[CH:37][CH:36]=1. The catalyst is CN(C=O)C. The product is [CH2:34]([O:41][C:42]1[CH:43]=[CH:44][C:45]([O:46][CH2:5][CH2:6][CH2:1][CH2:7][N:8]2[C:18](=[O:19])[C:17]3[C:12](=[CH:13][CH:14]=[CH:15][CH:16]=3)[S:9]2(=[O:10])=[O:11])=[CH:52][CH:53]=1)[C:35]1[CH:36]=[CH:37][CH:38]=[CH:39][CH:40]=1. The yield is 0.660. (5) The reactants are Cl.[CH2:2]([O:9][C:10]1[CH:15]=[CH:14][C:13]([NH:16][C:17]2[C:26]3[C:21](=[CH:22][C:23]([F:28])=[C:24](I)[CH:25]=3)[N:20]=[CH:19][N:18]=2)=[CH:12][CH:11]=1)[C:3]1[CH:8]=[CH:7][CH:6]=[CH:5][CH:4]=1.[O:29]1[CH2:33][CH2:32][O:31][CH:30]1[C:34]1[O:38][C:37]([Sn](CCCC)(CCCC)CCCC)=[CH:36][CH:35]=1.C(N(C(C)C)CC)(C)C. The catalyst is CN(C=O)C. The product is [CH2:2]([O:9][C:10]1[CH:15]=[CH:14][C:13]([NH:16][C:17]2[C:26]3[C:21](=[CH:22][C:23]([F:28])=[C:24]([C:37]4[O:38][C:34]([CH:30]5[O:31][CH2:32][CH2:33][O:29]5)=[CH:35][CH:36]=4)[CH:25]=3)[N:20]=[CH:19][N:18]=2)=[CH:12][CH:11]=1)[C:3]1[CH:8]=[CH:7][CH:6]=[CH:5][CH:4]=1. The yield is 0.590. (6) The reactants are [CH3:1][C:2]([C@H:5]([NH:47][C:48]([O:50][CH3:51])=[O:49])[C:6]([NH:8][C@H:9]([C@@H:17]([OH:46])[CH2:18][N:19]([NH:33][C:34]([C@@H:36]([NH:41][C:42]([O:44][CH3:45])=[O:43])[C:37]([CH3:40])([CH3:39])[CH3:38])=[O:35])[CH2:20][C:21]1[CH:26]=[CH:25][C:24]([C:27]2[N:32]=[CH:31][CH:30]=[CH:29][CH:28]=2)=[CH:23][CH:22]=1)[CH2:10][C:11]1[CH:16]=[CH:15][CH:14]=[CH:13][CH:12]=1)=[O:7])([CH3:4])[CH3:3].CCO.[S:55](=[O:59])(=[O:58])([OH:57])[OH:56]. The yield is 0.420. The product is [CH3:4][C:2]([C@H:5]([NH:47][C:48]([O:50][CH3:51])=[O:49])[C:6]([NH:8][C@H:9]([C@@H:17]([OH:46])[CH2:18][N:19]([NH:33][C:34]([C@@H:36]([NH:41][C:42]([O:44][CH3:45])=[O:43])[C:37]([CH3:38])([CH3:39])[CH3:40])=[O:35])[CH2:20][C:21]1[CH:22]=[CH:23][C:24]([C:27]2[CH:28]=[CH:29][CH:30]=[CH:31][N:32]=2)=[CH:25][CH:26]=1)[CH2:10][C:11]1[CH:16]=[CH:15][CH:14]=[CH:13][CH:12]=1)=[O:7])([CH3:1])[CH3:3].[OH:58][S:55]([OH:59])(=[O:57])=[O:56]. The catalyst is CC#N. (7) The reactants are Cl.[F:2][C:3]1([F:9])[CH2:8][CH2:7][NH:6][CH2:5][CH2:4]1.N(C(C)C)(CC)CC.Br[CH2:19][CH2:20][CH2:21][N:22]1[CH2:28][CH2:27][CH2:26][C:25](=[O:29])[C:24]2=[CH:30][N:31]([CH2:33][C:34]3[CH:39]=[CH:38][C:37]([O:40][CH3:41])=[CH:36][CH:35]=3)[N:32]=[C:23]12. The catalyst is CC1OCCC1.CCOC(C)=O. The product is [F:2][C:3]1([F:9])[CH2:8][CH2:7][N:6]([CH2:19][CH2:20][CH2:21][N:22]2[CH2:28][CH2:27][CH2:26][C:25](=[O:29])[C:24]3=[CH:30][N:31]([CH2:33][C:34]4[CH:35]=[CH:36][C:37]([O:40][CH3:41])=[CH:38][CH:39]=4)[N:32]=[C:23]23)[CH2:5][CH2:4]1. The yield is 0.220. (8) The product is [CH2:24]([O:31][C:32]([N:34]1[CH2:38][CH2:37][CH:36]([CH2:39][CH2:40][NH:41][C:18]2[N:17]=[C:16]([C:13]3[S:12][C:11]4[CH:10]=[CH:9][CH:8]=[C:7]([C:5](=[O:6])[NH:4][CH:1]5[CH2:3][CH2:2]5)[C:15]=4[CH:14]=3)[C:21]([Cl:22])=[CH:20][N:19]=2)[CH2:35]1)=[O:33])[C:25]1[CH:30]=[CH:29][CH:28]=[CH:27][CH:26]=1. The catalyst is O1CCOCC1. The reactants are [CH:1]1([NH:4][C:5]([C:7]2[C:15]3[CH:14]=[C:13]([C:16]4[C:21]([Cl:22])=[CH:20][N:19]=[C:18](Cl)[N:17]=4)[S:12][C:11]=3[CH:10]=[CH:9][CH:8]=2)=[O:6])[CH2:3][CH2:2]1.[CH2:24]([O:31][C:32]([N:34]1[CH2:38][CH2:37][CH:36]([CH2:39][CH2:40][NH2:41])[CH2:35]1)=[O:33])[C:25]1[CH:30]=[CH:29][CH:28]=[CH:27][CH:26]=1.C(N(CC)CC)C. The yield is 0.560. (9) The product is [Cl:1][C:2]1[CH:3]=[CH:4][C:5]([N:15]2[CH:19]=[C:18]([C:20]([F:21])([F:23])[F:22])[N:17]=[N:16]2)=[C:6]([C:8]2[N:13]=[CH:12][N:11]([C@@H:60]3[C:77]4[CH:78]=[C:73]([CH:74]=[CH:75][CH:76]=4)[C:72]4[N:71]=[C:70]([CH3:79])[CH:69]=[CH:68][C:67]=4[NH:66][C:65](=[O:80])[C@H:64]([CH3:81])[CH2:63][CH2:62][CH2:61]3)[C:10](=[O:14])[CH:9]=2)[CH:7]=1. The reactants are [Cl:1][C:2]1[CH:3]=[CH:4][C:5]([N:15]2[CH:19]=[C:18]([C:20]([F:23])([F:22])[F:21])[N:17]=[N:16]2)=[C:6]([C:8]2[N:13]=[CH:12][N:11]=[C:10]([OH:14])[CH:9]=2)[CH:7]=1.CN(C(ON1N=NC2C=CC=NC1=2)=[N+](C)C)C.F[P-](F)(F)(F)(F)F.C1CCN2C(=NCCC2)CC1.N[C@@H:60]1[C:77]2[CH:78]=[C:73]([CH:74]=[CH:75][CH:76]=2)[C:72]2[N:71]=[C:70]([CH3:79])[CH:69]=[CH:68][C:67]=2[NH:66][C:65](=[O:80])[C@H:64]([CH3:81])[CH2:63][CH2:62][CH2:61]1. The catalyst is C(#N)C.CN(C=O)C. The yield is 0.0770.